This data is from Forward reaction prediction with 1.9M reactions from USPTO patents (1976-2016). The task is: Predict the product of the given reaction. (1) Given the reactants [Cl:1][C:2]1[CH:7]=[C:6]2[NH:8][C:9](=[O:41])[C:10]3([CH:15]([C:16]4[CH:21]=[C:20]([Cl:22])[CH:19]=[CH:18][C:17]=4[O:23][C:24]([C:27]([O:29]CC)=[O:28])([CH3:26])[CH3:25])[CH2:14][C:13](=[O:32])[NH:12][CH:11]3[C:33]3[CH:38]=[C:37]([Cl:39])[CH:36]=[CH:35][C:34]=3[F:40])[C:5]2=[CH:4][CH:3]=1.[OH-].[Na+].O, predict the reaction product. The product is: [Cl:1][C:2]1[CH:7]=[C:6]2[NH:8][C:9](=[O:41])[C:10]3([CH:15]([C:16]4[CH:21]=[C:20]([Cl:22])[CH:19]=[CH:18][C:17]=4[O:23][C:24]([C:27]([OH:29])=[O:28])([CH3:25])[CH3:26])[CH2:14][C:13](=[O:32])[NH:12][CH:11]3[C:33]3[CH:38]=[C:37]([Cl:39])[CH:36]=[CH:35][C:34]=3[F:40])[C:5]2=[CH:4][CH:3]=1. (2) Given the reactants [N:1]1([CH2:7][CH2:8][NH:9][C:10]([NH:12][C:13]2[S:14][C:15]3[CH:21]=[C:20]([S:22]C#N)[CH:19]=[CH:18][C:16]=3[N:17]=2)=[O:11])[CH2:6][CH2:5][O:4][CH2:3][CH2:2]1.SCC(C(CS)O)O, predict the reaction product. The product is: [N:1]1([CH2:7][CH2:8][NH:9][C:10]([NH:12][C:13]2[S:14][C:15]3[CH:21]=[C:20]([SH:22])[CH:19]=[CH:18][C:16]=3[N:17]=2)=[O:11])[CH2:2][CH2:3][O:4][CH2:5][CH2:6]1. (3) Given the reactants [Cl:1][C:2]1[C:3]([C:9](=[N:22][OH:23])[CH2:10][N:11]2[C:15](=[O:16])[C:14]3=[CH:17][CH:18]=[CH:19][CH:20]=[C:13]3[C:12]2=[O:21])=[N:4][CH:5]=[C:6]([Cl:8])[CH:7]=1.C(=O)([O-])[O-].[K+].[K+].I[CH2:31][CH2:32][CH3:33].O, predict the reaction product. The product is: [Cl:1][C:2]1[C:3]([C:9](=[N:22][O:23][CH2:31][CH2:32][CH3:33])[CH2:10][N:11]2[C:12](=[O:21])[C:13]3=[CH:20][CH:19]=[CH:18][CH:17]=[C:14]3[C:15]2=[O:16])=[N:4][CH:5]=[C:6]([Cl:8])[CH:7]=1. (4) The product is: [NH:1]1[C:5]2=[N:6][CH:7]=[CH:8][C:9]([CH2:10][NH:11][C:19](=[O:20])[NH:26][CH2:30][C:29]3[CH:36]=[C:35]([NH:39][C:40](=[O:48])[C:41]#[C:42][CH:43]4[CH2:47][CH2:46][CH2:45][CH2:44]4)[CH:34]=[CH:33][CH:32]=3)=[C:4]2[CH:3]=[CH:2]1. Given the reactants [NH:1]1[C:5]2=[N:6][CH:7]=[CH:8][C:9]([CH2:10][NH2:11])=[C:4]2[CH:3]=[CH:2]1.C(N(CC)CC)C.[C:19]([N:26]1[CH:30]=[CH:29]N=C1)(N1C=CN=C1)=[O:20].N[CH2:32][C:33]1[CH:34]=[C:35]([NH:39][C:40](=[O:48])[C:41]#[C:42][CH:43]2[CH2:47][CH2:46][CH2:45][CH2:44]2)[CH:36]=CC=1, predict the reaction product. (5) Given the reactants [F:1][C:2]1[CH:14]=[CH:13][C:5]([C:6]([O:8][C:9]([CH3:12])([CH3:11])[CH3:10])=[O:7])=[CH:4][C:3]=1[CH2:15][NH:16][CH3:17].[CH2:18]([O:25][C:26]([NH:28][C@@H:29]([C:32](O)=[O:33])[CH2:30][OH:31])=[O:27])[C:19]1[CH:24]=[CH:23][CH:22]=[CH:21][CH:20]=1.C1C=CC2N(O)N=NC=2C=1.O.C1CCC(N=C=NC2CCCCC2)CC1, predict the reaction product. The product is: [F:1][C:2]1[CH:14]=[CH:13][C:5]([C:6]([O:8][C:9]([CH3:11])([CH3:12])[CH3:10])=[O:7])=[CH:4][C:3]=1[CH2:15][NH:16][CH2:17][C:30](=[O:31])[C@@H:29]([CH2:32][OH:33])[NH:28][C:26]([O:25][CH2:18][C:19]1[CH:24]=[CH:23][CH:22]=[CH:21][CH:20]=1)=[O:27]. (6) Given the reactants [F:1][C:2]1[CH:3]=[C:4]([NH:8][C:9]([N:11]2[CH2:16][CH2:15][NH:14][CH:13]([C:17]3[CH:22]=[CH:21][CH:20]=[CH:19][CH:18]=3)[CH2:12]2)=[O:10])[CH:5]=[CH:6][CH:7]=1.[Cl:23][C:24]1[C:33](Cl)=[N:32][C:31]2[C:26](=[CH:27][CH:28]=[CH:29][CH:30]=2)[N:25]=1, predict the reaction product. The product is: [Cl:23][C:24]1[C:33]([N:14]2[CH2:15][CH2:16][N:11]([C:9]([NH:8][C:4]3[CH:5]=[CH:6][CH:7]=[C:2]([F:1])[CH:3]=3)=[O:10])[CH2:12][CH:13]2[C:17]2[CH:22]=[CH:21][CH:20]=[CH:19][CH:18]=2)=[N:32][C:31]2[C:26]([N:25]=1)=[CH:27][CH:28]=[CH:29][CH:30]=2. (7) Given the reactants Br[C:2]1[C:3](=[O:31])[N:4]([CH3:30])[C:5](=[O:29])[C:6]=1[C:7]1[C:15]2[C:10](=[CH:11][CH:12]=[CH:13][CH:14]=2)[NH:9][C:8]=1[CH2:16][CH2:17][CH2:18][CH2:19][C:20]1[NH:21][C:22]2[C:27]([CH:28]=1)=[CH:26][CH:25]=[CH:24][CH:23]=2, predict the reaction product. The product is: [NH:21]1[C:22]2[C:27](=[CH:26][CH:25]=[CH:24][CH:23]=2)[CH:28]=[C:20]1[CH2:19][CH2:18][CH2:17][CH2:16][C:8]1[NH:9][C:10]2[C:15]([C:7]=1[CH:6]1[CH2:2][C:3](=[O:31])[N:4]([CH3:30])[C:5]1=[O:29])=[CH:14][CH:13]=[CH:12][CH:11]=2.